This data is from Forward reaction prediction with 1.9M reactions from USPTO patents (1976-2016). The task is: Predict the product of the given reaction. (1) Given the reactants [F:1][C:2]1([F:34])[CH2:7][CH2:6][CH:5]([CH2:8][C:9]2[N:13]3[C:14]([CH3:29])=[CH:15][C:16]([C:20]([NH:22][CH:23]4[CH2:28][CH2:27][O:26][CH2:25][CH2:24]4)=[O:21])=[C:17]([O:18]C)[C:12]3=[N:11][C:10]=2[C:30]([F:33])([F:32])[F:31])[CH2:4][CH2:3]1.C(S)CCCCCCCCCCC.CC(C)([O-])C.[K+].[Cl-].[NH4+], predict the reaction product. The product is: [F:34][C:2]1([F:1])[CH2:7][CH2:6][CH:5]([CH2:8][C:9]2[N:13]3[C:14]([CH3:29])=[CH:15][C:16]([C:20]([NH:22][CH:23]4[CH2:28][CH2:27][O:26][CH2:25][CH2:24]4)=[O:21])=[C:17]([OH:18])[C:12]3=[N:11][C:10]=2[C:30]([F:31])([F:33])[F:32])[CH2:4][CH2:3]1. (2) The product is: [CH3:18][O:19][C:20]1[CH:31]=[CH:30][C:23]([CH2:24][O:25][C@H:26]([C@H:27]([OH:28])[C@H:14]([CH:15]=[CH2:16])[CH2:13][CH2:12][CH:11]([CH3:17])[CH3:10])[CH3:29])=[CH:22][CH:21]=1. Given the reactants CC1(C)C(C)(C)OBO1.[CH3:10][CH:11]([CH3:17])[CH2:12]/[CH:13]=[CH:14]/[CH:15]=[CH2:16].[CH3:18][O:19][C:20]1[CH:31]=[CH:30][C:23]([CH2:24][O:25][C@@H:26]([CH3:29])[CH:27]=[O:28])=[CH:22][CH:21]=1, predict the reaction product. (3) Given the reactants [CH2:1]([NH:5][NH2:6])[CH2:2][CH2:3][CH3:4].C(N(CC)CC)C.Cl[C:15]([O:17][C:18]1[CH:23]=[CH:22][CH:21]=[CH:20][CH:19]=1)=[O:16].O, predict the reaction product. The product is: [C:18]1([O:17][C:15]([N:5]([CH2:1][CH2:2][CH2:3][CH3:4])[NH2:6])=[O:16])[CH:23]=[CH:22][CH:21]=[CH:20][CH:19]=1. (4) Given the reactants [NH:1]1[C:9]2[C:4](=[C:5]([NH:10][C:11]3[N:16]4[N:17]=[CH:18][C:19]([C:20](O)=[O:21])=[C:15]4[N:14]=[CH:13][C:12]=3[C:23]([N:25]3[CH2:30][CH2:29][CH:28]([C:31]4[CH:36]=[CH:35][CH:34]=[CH:33][CH:32]=4)[CH2:27][CH2:26]3)=[O:24])[CH:6]=[CH:7][CH:8]=2)[CH:3]=[CH:2]1.[CH2:37]([S:39]([NH2:42])(=[O:41])=[O:40])[CH3:38], predict the reaction product. The product is: [NH:1]1[C:9]2[C:4](=[C:5]([NH:10][C:11]3[N:16]4[N:17]=[CH:18][C:19]([C:20]([NH:42][S:39]([CH2:37][CH3:38])(=[O:41])=[O:40])=[O:21])=[C:15]4[N:14]=[CH:13][C:12]=3[C:23]([N:25]3[CH2:30][CH2:29][CH:28]([C:31]4[CH:36]=[CH:35][CH:34]=[CH:33][CH:32]=4)[CH2:27][CH2:26]3)=[O:24])[CH:6]=[CH:7][CH:8]=2)[CH:3]=[CH:2]1. (5) Given the reactants C1(S[CH2:7][C:8]2[C:17]3[C:12](=[CH:13][CH:14]=[C:15]([C:18]4[CH:23]=[CH:22][CH:21]=[CH:20][C:19]=4[O:24][CH3:25])[CH:16]=3)[NH:11][C:10]([CH3:27])([CH3:26])[CH:9]=2)CCCC1.BrCC1[C:39]2[C:34](=[CH:35][CH:36]=[C:37](C3C=CC=CC=3OC)[CH:38]=2)[NH:33]C(C)(C)C=1.C(=O)([O-])[O-].[K+].[K+].C1(S)CCCC1, predict the reaction product. The product is: [CH3:25][O:24][C:19]1[CH:20]=[CH:21][CH:22]=[CH:23][C:18]=1[C:15]1[CH:16]=[C:17]2[C:12](=[CH:13][CH:14]=1)[NH:11][C:10]([CH3:26])([CH3:27])[CH:9]=[C:8]2[CH2:7][NH:33][C:34]1[CH:39]=[CH:38][CH:37]=[CH:36][CH:35]=1. (6) Given the reactants [H-].[Na+].[CH3:3][O:4][C:5]1[N:19]=[CH:18][C:17]2[N:10]3[C:11](=[O:16])[CH2:12][NH:13][C:14](=[O:15])[CH:9]3[CH2:8][C:7]=2[CH:6]=1.[CH2:20](Br)[C:21]1[CH:26]=[CH:25][CH:24]=[CH:23][CH:22]=1, predict the reaction product. The product is: [CH2:20]([N:13]1[CH2:12][C:11](=[O:16])[N:10]2[C:17]3[CH:18]=[N:19][C:5]([O:4][CH3:3])=[CH:6][C:7]=3[CH2:8][CH:9]2[C:14]1=[O:15])[C:21]1[CH:26]=[CH:25][CH:24]=[CH:23][CH:22]=1.